From a dataset of Peptide-MHC class II binding affinity with 134,281 pairs from IEDB. Regression. Given a peptide amino acid sequence and an MHC pseudo amino acid sequence, predict their binding affinity value. This is MHC class II binding data. (1) The binding affinity (normalized) is 0.673. The peptide sequence is ATEVVRRLTATAHRG. The MHC is HLA-DPA10103-DPB10301 with pseudo-sequence HLA-DPA10103-DPB10301. (2) The peptide sequence is SVKRSNGSAEVHRGA. The MHC is DRB1_1602 with pseudo-sequence DRB1_1602. The binding affinity (normalized) is 0.0706. (3) The peptide sequence is KGELIDQLGVRDKEAGVALR. The MHC is DRB1_0301 with pseudo-sequence DRB1_0301. The binding affinity (normalized) is 0. (4) The peptide sequence is GVINIMYMHDSDDVLF. The MHC is DRB1_1101 with pseudo-sequence DRB1_1101. The binding affinity (normalized) is 0.227. (5) The peptide sequence is EKKYFAAHQFEPLAA. The MHC is HLA-DPA10201-DPB10501 with pseudo-sequence HLA-DPA10201-DPB10501. The binding affinity (normalized) is 0.651. (6) The peptide sequence is FEEPIWSDFGHLCKK. The MHC is DRB1_0101 with pseudo-sequence DRB1_0101. The binding affinity (normalized) is 0.421. (7) The MHC is HLA-DPA10201-DPB10101 with pseudo-sequence HLA-DPA10201-DPB10101. The peptide sequence is AHARSYQTLSTQAAA. The binding affinity (normalized) is 0.344. (8) The peptide sequence is SWIQSIPFVHLGHRD. The MHC is DRB3_0101 with pseudo-sequence DRB3_0101. The binding affinity (normalized) is 0.297.